This data is from Reaction yield outcomes from USPTO patents with 853,638 reactions. The task is: Predict the reaction yield, written as a fraction of the theoretical maximum amount of product (1.0 means a 100% yield; for example, 0.34 means a 34% yield). The reactants are [CH3:1][N:2]1[C:6]([C:7]2[CH:8]=[C:9]([C:15]([O:17]C)=[O:16])[S:10][C:11]=2[CH2:12][CH2:13][CH3:14])=[CH:5][CH:4]=[N:3]1.[Br:19]N1C(=O)CCC1=O.[OH-].[Na+]. The catalyst is O1CCCC1. The product is [Br:19][C:5]1[CH:4]=[N:3][N:2]([CH3:1])[C:6]=1[C:7]1[CH:8]=[C:9]([C:15]([OH:17])=[O:16])[S:10][C:11]=1[CH2:12][CH2:13][CH3:14]. The yield is 0.500.